From a dataset of Reaction yield outcomes from USPTO patents with 853,638 reactions. Predict the reaction yield, written as a fraction of the theoretical maximum amount of product (1.0 means a 100% yield; for example, 0.34 means a 34% yield). (1) The catalyst is C1(C)C=CC=CC=1. The yield is 0.330. The reactants are [NH2:1][C:2]1[NH:6][N:5]=[C:4]([C:7]([CH3:10])([CH3:9])[CH3:8])[CH:3]=1.[CH3:11][C:12]1[CH:27]=[CH:26][C:15]([O:16][C:17]2[CH:22]=[CH:21][C:20]([N:23]=[C:24]=[O:25])=[CH:19][CH:18]=2)=[CH:14][CH:13]=1. The product is [C:7]([C:4]1[CH:3]=[C:2]([NH:1][C:24]([NH:23][C:20]2[CH:19]=[CH:18][C:17]([O:16][C:15]3[CH:26]=[CH:27][C:12]([CH3:11])=[CH:13][CH:14]=3)=[CH:22][CH:21]=2)=[O:25])[NH:6][N:5]=1)([CH3:10])([CH3:9])[CH3:8]. (2) The reactants are C[O:2][C:3](=[O:27])[C:4]1[C:5](=[C:10]([O:14][CH:15]([C:17]2[CH:26]=[CH:25][C:24]3[C:19](=[CH:20][CH:21]=[CH:22][CH:23]=3)[CH:18]=2)[CH3:16])[CH:11]=[CH:12][CH:13]=1)[C:6]([O:8]C)=[O:7].[OH-].[Na+]. The catalyst is C(O)C. The product is [CH:18]1[C:19]2[C:24](=[CH:23][CH:22]=[CH:21][CH:20]=2)[CH:25]=[CH:26][C:17]=1[CH:15]([O:14][C:10]1[CH:11]=[CH:12][CH:13]=[C:4]([C:3]([OH:27])=[O:2])[C:5]=1[C:6]([OH:8])=[O:7])[CH3:16]. The yield is 0.600.